Dataset: Catalyst prediction with 721,799 reactions and 888 catalyst types from USPTO. Task: Predict which catalyst facilitates the given reaction. (1) Reactant: C([N:5]1[C:20](=[O:21])[C:9]2[CH:10]=[N:11][C:12]3[C:13]([O:18][CH3:19])=[CH:14][CH:15]=[CH:16][C:17]=3[C:8]=2[N:7]([CH:22]2[CH2:26][CH2:25][CH2:24][CH2:23]2)[C:6]1=[O:27])(C)(C)C.FC(F)(F)C(O)=O. Product: [CH:22]1([N:7]2[C:8]3[C:17]4[CH:16]=[CH:15][CH:14]=[C:13]([O:18][CH3:19])[C:12]=4[N:11]=[CH:10][C:9]=3[C:20](=[O:21])[NH:5][C:6]2=[O:27])[CH2:23][CH2:24][CH2:25][CH2:26]1. The catalyst class is: 2. (2) Reactant: [CH3:1][O:2][C:3](=[O:20])[CH:4]([O:17][CH2:18][CH3:19])[CH2:5][C:6]1[C:15]2[CH2:14][CH2:13][CH2:12][CH2:11][C:10]=2[C:9]([OH:16])=[CH:8][CH:7]=1.[CH3:21][C:22]1[S:26][C:25]([C:27]2[CH:32]=[CH:31][C:30]([C:33]([F:36])([F:35])[F:34])=[CH:29][CH:28]=2)=[N:24][C:23]=1[CH2:37]CO.C(=O)([O-])[O-].[Cs+].[Cs+]. Product: [CH3:1][O:2][C:3](=[O:20])[CH:4]([O:17][CH2:18][CH3:19])[CH2:5][C:6]1[C:15]2[CH2:14][CH2:13][CH2:12][CH2:11][C:10]=2[C:9]([O:16][CH2:21][C:22]2[S:26][C:25]([C:27]3[CH:28]=[CH:29][C:30]([C:33]([F:36])([F:34])[F:35])=[CH:31][CH:32]=3)=[N:24][C:23]=2[CH3:37])=[CH:8][CH:7]=1. The catalyst class is: 9.